From a dataset of Reaction yield outcomes from USPTO patents with 853,638 reactions. Predict the reaction yield, written as a fraction of the theoretical maximum amount of product (1.0 means a 100% yield; for example, 0.34 means a 34% yield). The reactants are [F:1][C:2]1[CH:32]=[CH:31][C:5]([O:6][C:7]2[CH:30]=[CH:29][C:10]([CH2:11][S:12][C:13]3[NH:14][CH:15]=[C:16]([CH2:20][C:21]4[CH:22]=[N:23][C:24]([O:27][CH3:28])=[N:25][CH:26]=4)[C:17](=[O:19])[N:18]=3)=[CH:9][CH:8]=2)=[CH:4][CH:3]=1.CCN(C(C)C)[CH:36]([CH3:38])[CH3:37].BrCCC. The catalyst is ClCCCl. The product is [F:1][C:2]1[CH:3]=[CH:4][C:5]([O:6][C:7]2[CH:30]=[CH:29][C:10]([CH2:11][S:12][C:13]3[N:14]([CH2:37][CH2:36][CH3:38])[CH:15]=[C:16]([CH2:20][C:21]4[CH:26]=[N:25][C:24]([O:27][CH3:28])=[N:23][CH:22]=4)[C:17](=[O:19])[N:18]=3)=[CH:9][CH:8]=2)=[CH:31][CH:32]=1. The yield is 0.312.